From a dataset of Full USPTO retrosynthesis dataset with 1.9M reactions from patents (1976-2016). Predict the reactants needed to synthesize the given product. (1) Given the product [N:26]1([C:31]2[CH:39]=[CH:38][C:34]([C:35]([N:8]3[CH2:9][CH2:10][CH2:11][C:6]4([CH2:2][N:3]([CH2:12][C@@H:13]([C:15]5[C:16]([CH3:25])=[C:17]6[C:18](=[CH:23][CH:24]=5)[C:19](=[O:22])[O:20][CH2:21]6)[OH:14])[CH2:4][CH2:5]4)[CH2:7]3)=[O:36])=[CH:33][N:32]=2)[CH:30]=[N:29][N:28]=[N:27]1, predict the reactants needed to synthesize it. The reactants are: Cl.[CH2:2]1[C:6]2([CH2:11][CH2:10][CH2:9][NH:8][CH2:7]2)[CH2:5][CH2:4][N:3]1[CH2:12][C@@H:13]([C:15]1[CH:24]=[CH:23][C:18]2[C:19](=[O:22])[O:20][CH2:21][C:17]=2[C:16]=1[CH3:25])[OH:14].[N:26]1([C:31]2[CH:39]=[CH:38][C:34]([C:35](O)=[O:36])=[CH:33][N:32]=2)[CH:30]=[N:29][N:28]=[N:27]1. (2) Given the product [C:2]([C:7]1[S:11][C:10]([CH2:12][N:13]2[CH:17]=[CH:16][C:15]([NH:18][C:27]([C:25]3[N:26]=[C:22]([CH:19]4[CH2:20][CH2:21]4)[O:23][C:24]=3[C:30]3[CH:31]=[CH:32][CH:33]=[CH:34][CH:35]=3)=[O:28])=[N:14]2)=[CH:9][CH:8]=1)(=[O:6])[CH3:1], predict the reactants needed to synthesize it. The reactants are: [CH3:1][C:2]1([C:7]2[S:11][C:10]([CH2:12][N:13]3[CH:17]=[CH:16][C:15]([NH2:18])=[N:14]3)=[CH:9][CH:8]=2)[O:6]CCO1.[CH:19]1([C:22]2[O:23][C:24]([C:30]3[CH:35]=[CH:34][CH:33]=[CH:32][CH:31]=3)=[C:25]([C:27](O)=[O:28])[N:26]=2)[CH2:21][CH2:20]1. (3) Given the product [C:19]([O:18][C:16]([N:4]1[CH2:3][CH2:2][CH2:1][CH2:6][CH:5]1[C:7]([OH:9])=[O:8])=[O:17])([CH3:22])([CH3:21])[CH3:20], predict the reactants needed to synthesize it. The reactants are: [CH2:1]1[CH2:6][CH:5]([C:7]([OH:9])=[O:8])[NH:4][CH2:3][CH2:2]1.C(=O)([O-])[O-].[K+].[K+].[C:16](O[C:16]([O:18][C:19]([CH3:22])([CH3:21])[CH3:20])=[O:17])([O:18][C:19]([CH3:22])([CH3:21])[CH3:20])=[O:17].Cl.